This data is from Full USPTO retrosynthesis dataset with 1.9M reactions from patents (1976-2016). The task is: Predict the reactants needed to synthesize the given product. (1) The reactants are: [NH:1]1[C:9]2[C:4](=[N:5][CH:6]=[CH:7][CH:8]=2)[CH:3]=[CH:2]1.[H][H]. Given the product [NH:1]1[C:9]2[C:4](=[N:5][CH:6]=[CH:7][CH:8]=2)[CH2:3][CH2:2]1, predict the reactants needed to synthesize it. (2) Given the product [C:25]1([C:12]2([CH2:11][O:10][CH2:9][C:77]3[C:78]4[N:82]=[CH:81][N:80]([CH2:83][O:84][CH2:85][CH2:86][Si:87]([CH3:90])([CH3:89])[CH3:88])[C:79]=4[CH:91]=[C:75]([C:74]([F:73])([F:94])[F:95])[CH:76]=3)[CH2:17][CH2:16][N:15]([C:18]([O:20][C:21]([CH3:24])([CH3:22])[CH3:23])=[O:19])[CH2:14][CH2:13]2)[CH:26]=[CH:27][CH:28]=[CH:29][CH:30]=1, predict the reactants needed to synthesize it. The reactants are: BrC1C=CC2N(CC3CC3)C([CH2:9][O:10][CH2:11][C:12]3([C:25]4[CH:30]=[CH:29][CH:28]=[CH:27][CH:26]=4)[CH2:17][CH2:16][N:15]([C:18]([O:20][C:21]([CH3:24])([CH3:23])[CH3:22])=[O:19])[CH2:14][CH2:13]3)=NC=2C=1.BrC1C=CC2N=C(COCC3(C4C=CC=CC=4)CCN(C(OC(C)(C)C)=O)CC3)N(CC3CC3)C=2C=1.[F:73][C:74]([F:95])([F:94])[C:75]1[CH:76]=[C:77](CO)[C:78]2[N:82]=[CH:81][N:80]([CH2:83][O:84][CH2:85][CH2:86][Si:87]([CH3:90])([CH3:89])[CH3:88])[C:79]=2[CH:91]=1.S(Cl)(Cl)=O.OCC1(C2C=CC=CC=2)CCN(C(OC(C)(C)C)=O)CC1.[H-].[Na+]. (3) Given the product [CH3:7][C:8]1[N:13]=[CH:12][C:11]([CH2:14][N:1]2[CH2:6][CH2:5][O:4][CH2:3][CH2:2]2)=[CH:10][CH:9]=1, predict the reactants needed to synthesize it. The reactants are: [NH:1]1[CH2:6][CH2:5][O:4][CH2:3][CH2:2]1.[CH3:7][C:8]1[N:13]=[CH:12][C:11]([CH2:14]OS(C)(=O)=O)=[CH:10][CH:9]=1. (4) Given the product [C:1]([C:5]1[CH:12]=[CH:11][C:8]([CH2:9][NH:22][CH2:21][CH2:20][C:16]2[CH:17]=[CH:18][CH:19]=[C:14]([Cl:13])[CH:15]=2)=[CH:7][CH:6]=1)([CH3:4])([CH3:3])[CH3:2], predict the reactants needed to synthesize it. The reactants are: [C:1]([C:5]1[CH:12]=[CH:11][C:8]([CH:9]=O)=[CH:7][CH:6]=1)([CH3:4])([CH3:3])[CH3:2].[Cl:13][C:14]1[CH:15]=[C:16]([CH2:20][CH2:21][NH2:22])[CH:17]=[CH:18][CH:19]=1.[BH4-].[Na+]. (5) Given the product [N:13]1[CH:14]=[CH:15][CH:16]=[CH:17][C:12]=1[CH:27]1[CH2:28][CH2:29][C:25](=[O:30])[CH2:26]1, predict the reactants needed to synthesize it. The reactants are: S1C=CC=C1.[Li]CCCC.Br[C:12]1[CH:17]=[CH:16][CH:15]=[CH:14][N:13]=1.[Li]C1C=CC=CN=1.[C:25]1(=[O:30])[CH2:29][CH2:28][CH:27]=[CH:26]1. (6) Given the product [CH2:24]([O:23][C:19]1[CH:20]=[CH:21][C:22]([Br:1])=[C:17]([O:16][CH2:9][C:10]2[CH:11]=[CH:12][CH:13]=[CH:14][CH:15]=2)[C:18]=1[C:31]([F:33])([F:32])[F:34])[C:25]1[CH:26]=[CH:27][CH:28]=[CH:29][CH:30]=1, predict the reactants needed to synthesize it. The reactants are: [Br:1]N1C(=O)CCC1=O.[CH2:9]([O:16][C:17]1[CH:22]=[CH:21][CH:20]=[C:19]([O:23][CH2:24][C:25]2[CH:30]=[CH:29][CH:28]=[CH:27][CH:26]=2)[C:18]=1[C:31]([F:34])([F:33])[F:32])[C:10]1[CH:15]=[CH:14][CH:13]=[CH:12][CH:11]=1.O. (7) Given the product [S:5](=[O:6])(=[O:7])([O:25][CH2:24][CH2:23][C:22]#[C:21][C:20]1[C:15]2[C:14]([Cl:37])=[N:13][C:12]([NH2:11])=[N:17][C:16]=2[N:18]([CH2:26][C:27]2[C:32]([CH3:33])=[C:31]([O:34][CH3:35])[C:30]([CH3:36])=[CH:29][N:28]=2)[CH:19]=1)[NH2:8], predict the reactants needed to synthesize it. The reactants are: C(O)=O.Cl[S:5]([N:8]=C=O)(=[O:7])=[O:6].[NH2:11][C:12]1[N:13]=[C:14]([Cl:37])[C:15]2[C:20]([C:21]#[C:22][CH2:23][CH2:24][OH:25])=[CH:19][N:18]([CH2:26][C:27]3[C:32]([CH3:33])=[C:31]([O:34][CH3:35])[C:30]([CH3:36])=[CH:29][N:28]=3)[C:16]=2[N:17]=1. (8) Given the product [O:21]=[C:22]1[CH2:27][CH2:26][CH:25]([CH:28]([NH:32][C:33]([C:35]2[C:44]([NH:45][C:46]([NH:48][C:49]3[C:54]([CH3:55])=[CH:53][C:52]([CH3:56])=[CH:51][C:50]=3[CH3:57])=[O:47])=[CH:43][C:42]3[C:37](=[CH:38][CH:39]=[CH:40][CH:41]=3)[CH:36]=2)=[O:34])[C:29]([OH:31])=[O:30])[CH2:24][CH2:23]1, predict the reactants needed to synthesize it. The reactants are: C1(C)C=CC(S([O-])(=O)=O)=CC=1.[NH+]1C=CC=CC=1.O1[C:22]2([CH2:27][CH2:26][CH:25]([CH:28]([NH:32][C:33]([C:35]3[C:44]([NH:45][C:46]([NH:48][C:49]4[C:54]([CH3:55])=[CH:53][C:52]([CH3:56])=[CH:51][C:50]=4[CH3:57])=[O:47])=[CH:43][C:42]4[C:37](=[CH:38][CH:39]=[CH:40][CH:41]=4)[CH:36]=3)=[O:34])[C:29]([OH:31])=[O:30])[CH2:24][CH2:23]2)[O:21]CC1.Cl.C(OCC)(=O)C. (9) Given the product [ClH:32].[ClH:32].[CH3:1][S:2]([C:5]1[CH:10]=[CH:9][C:8]([C:11]2[CH:12]=[CH:13][C:14]([O:17][CH2:18][CH:19]3[CH2:24][CH2:23][NH:22][CH2:21][CH2:20]3)=[N:15][CH:16]=2)=[CH:7][CH:6]=1)(=[O:3])=[O:4], predict the reactants needed to synthesize it. The reactants are: [CH3:1][S:2]([C:5]1[CH:10]=[CH:9][C:8]([C:11]2[CH:12]=[CH:13][C:14]([O:17][CH2:18][CH:19]3[CH2:24][CH2:23][N:22](C(OC(C)(C)C)=O)[CH2:21][CH2:20]3)=[N:15][CH:16]=2)=[CH:7][CH:6]=1)(=[O:4])=[O:3].[ClH:32]. (10) Given the product [O:12]=[C:8]1[CH:7]=[CH:6][C:5]2[C:10](=[CH:11][C:2]([CH:1]=[O:16])=[CH:3][CH:4]=2)[O:9]1, predict the reactants needed to synthesize it. The reactants are: [CH3:1][C:2]1[CH:11]=[C:10]2[C:5]([CH:6]=[CH:7][C:8](=[O:12])[O:9]2)=[CH:4][CH:3]=1.C1C(=O)N(Br)C(=[O:16])C1.CC(N=NC(C#N)(C)C)(C#N)C.[Al].